Dataset: Reaction yield outcomes from USPTO patents with 853,638 reactions. Task: Predict the reaction yield, written as a fraction of the theoretical maximum amount of product (1.0 means a 100% yield; for example, 0.34 means a 34% yield). (1) The yield is 0.331. The reactants are Br[C:2]1[CH:3]=[CH:4][C:5]([NH:9][CH2:10][C:11]2[CH:16]=[CH:15][C:14]([Cl:17])=[CH:13][CH:12]=2)=[N:6][C:7]=1[F:8].C([Li])CCC.Cl[Si](C)(C)CC[Si](Cl)(C)C.C([Li])(C)(C)C.C([Cu])#N.C(OC([N:48]1[C:52]2=[N:53][CH:54]=[C:55]([Cl:57])[CH:56]=[C:51]2[C:50]([CH2:58]Cl)=[CH:49]1)=O)(C)(C)C.Cl.N. The product is [Cl:17][C:14]1[CH:15]=[CH:16][C:11]([CH2:10][NH:9][C:5]2[CH:4]=[CH:3][C:2]([CH2:58][C:50]3[C:51]4[C:52](=[N:53][CH:54]=[C:55]([Cl:57])[CH:56]=4)[NH:48][CH:49]=3)=[C:7]([F:8])[N:6]=2)=[CH:12][CH:13]=1. The catalyst is O1CCCC1. (2) The reactants are [OH:1][C:2]1[CH:10]=[CH:9][C:8]([N:11]2[CH:15]=[CH:14][CH:13]=[CH:12]2)=[CH:7][C:3]=1[C:4]([OH:6])=O.[F:16][C:17]([F:30])([F:29])[C:18]1[CH:19]=[C:20]([CH:22]=[C:23]([C:25]([F:28])([F:27])[F:26])[CH:24]=1)[NH2:21]. No catalyst specified. The product is [F:16][C:17]([F:29])([F:30])[C:18]1[CH:19]=[C:20]([NH:21][C:4](=[O:6])[C:3]2[CH:7]=[C:8]([N:11]3[CH:15]=[CH:14][CH:13]=[CH:12]3)[CH:9]=[CH:10][C:2]=2[OH:1])[CH:22]=[C:23]([C:25]([F:26])([F:28])[F:27])[CH:24]=1. The yield is 0.578.